This data is from Reaction yield outcomes from USPTO patents with 853,638 reactions. The task is: Predict the reaction yield, written as a fraction of the theoretical maximum amount of product (1.0 means a 100% yield; for example, 0.34 means a 34% yield). (1) The reactants are [Br:1][C:2]1[CH:7]=[C:6]([NH:8][C:9]([NH2:11])=[S:10])[CH:5]=[C:4]([Br:12])[N:3]=1.BrBr. The catalyst is C1COCC1. The product is [Br:1][C:2]1[C:7]2[S:10][C:9]([NH2:11])=[N:8][C:6]=2[CH:5]=[C:4]([Br:12])[N:3]=1. The yield is 0.200. (2) The reactants are [N+:1]([CH2:3][C:4]([O:6][CH3:7])=[O:5])#[C-:2].[C:8]1([C:14]2[CH:22]=[CH:21][C:17]([C:18](Cl)=[O:19])=[CH:16][CH:15]=2)[CH:13]=[CH:12][CH:11]=[CH:10][CH:9]=1.C(N(CC)CC)C. The catalyst is C1COCC1. The product is [CH3:7][O:6][C:4]([C:3]1[N:1]=[CH:2][O:19][C:18]=1[C:17]1[CH:21]=[CH:22][C:14]([C:8]2[CH:9]=[CH:10][CH:11]=[CH:12][CH:13]=2)=[CH:15][CH:16]=1)=[O:5]. The yield is 0.750. (3) The reactants are [C:1]([Si:5]([CH3:31])([CH3:30])[O:6][CH2:7][C@H:8]([CH2:19][N:20]1[CH:28]=[N:27][C:26]2[C:21]1=[N:22][CH:23]=[N:24][C:25]=2[NH2:29])[C@H:9]([O:11][Si:12]([C:15]([CH3:18])([CH3:17])[CH3:16])([CH3:14])[CH3:13])[CH3:10])([CH3:4])([CH3:3])[CH3:2].[C:32](Cl)(=[O:39])[C:33]1[CH:38]=[CH:37][CH:36]=[CH:35][CH:34]=1.N.CO. The catalyst is N1C=CC=CC=1. The product is [C:1]([Si:5]([CH3:31])([CH3:30])[O:6][CH2:7][C@H:8]([CH2:19][N:20]1[CH:28]=[N:27][C:26]2[C:21]1=[N:22][CH:23]=[N:24][C:25]=2[NH:29][C:32](=[O:39])[C:33]1[CH:38]=[CH:37][CH:36]=[CH:35][CH:34]=1)[C@H:9]([O:11][Si:12]([C:15]([CH3:17])([CH3:18])[CH3:16])([CH3:13])[CH3:14])[CH3:10])([CH3:2])([CH3:3])[CH3:4]. The yield is 0.740. (4) The reactants are [CH3:1][S:2][C:3]1[CH:4]=[C:5]2[CH2:11][CH2:10][NH:9][C:6]2=[N:7][CH:8]=1.[Cl:12][C:13]1[CH:18]=[C:17](Cl)[N:16]=[CH:15][N:14]=1.C[Si]([N-][Si](C)(C)C)(C)C.[Na+]. The catalyst is O1CCOCC1.O1CCCC1. The product is [Cl:12][C:13]1[N:14]=[CH:15][N:16]=[C:17]([N:9]2[C:6]3=[N:7][CH:8]=[C:3]([S:2][CH3:1])[CH:4]=[C:5]3[CH2:11][CH2:10]2)[CH:18]=1. The yield is 0.610. (5) The reactants are C([O:3][C:4](=[O:21])[CH2:5][CH:6]([C:13]1[CH:18]=[C:17]([Cl:19])[CH:16]=[C:15]([Br:20])[CH:14]=1)[C:7]1[S:8][C:9]([CH3:12])=[CH:10][N:11]=1)C.[Li+].[OH-]. The catalyst is C1COCC1.CO.O. The product is [Br:20][C:15]1[CH:14]=[C:13]([CH:6]([C:7]2[S:8][C:9]([CH3:12])=[CH:10][N:11]=2)[CH2:5][C:4]([OH:21])=[O:3])[CH:18]=[C:17]([Cl:19])[CH:16]=1. The yield is 0.580. (6) The reactants are C[O:2][C:3]([C:5]1[C:10]([Cl:11])=[N:9][C:8]([O:12][CH3:13])=[C:7]([Cl:14])[N:6]=1)=[O:4].[OH-].[Na+].Cl. The catalyst is CO. The product is [Cl:11][C:10]1[C:5]([C:3]([OH:4])=[O:2])=[N:6][C:7]([Cl:14])=[C:8]([O:12][CH3:13])[N:9]=1. The yield is 0.697. (7) The reactants are [H-].[Na+].[C:3]1([CH3:50])[CH:8]=[C:7]([CH3:9])[CH:6]=[C:5]([CH3:10])[C:4]=1[S:11]([NH:14][CH2:15][CH2:16][CH2:17][CH2:18][N:19]([S:38]([C:41]1[C:46]([CH3:47])=[CH:45][C:44]([CH3:48])=[CH:43][C:42]=1[CH3:49])(=[O:40])=[O:39])[CH2:20][CH2:21][CH2:22][CH2:23][CH2:24][NH:25][S:26]([C:29]1[C:34]([CH3:35])=[CH:33][C:32]([CH3:36])=[CH:31][C:30]=1[CH3:37])(=[O:28])=[O:27])(=[O:13])=[O:12].I[CH2:52][CH2:53][CH3:54].[CH3:55][CH2:56]CCCC.CCOC(C)=O. The catalyst is CN(C=O)C. The product is [C:5]1([CH3:10])[CH:6]=[C:7]([CH3:9])[CH:8]=[C:3]([CH3:50])[C:4]=1[S:11]([N:14]([CH2:15][CH2:16][CH2:17][CH2:18][N:19]([S:38]([C:41]1[C:42]([CH3:49])=[CH:43][C:44]([CH3:48])=[CH:45][C:46]=1[CH3:47])(=[O:39])=[O:40])[CH2:20][CH2:21][CH2:22][CH2:23][CH2:24][N:25]([S:26]([C:29]1[C:34]([CH3:35])=[CH:33][C:32]([CH3:36])=[CH:31][C:30]=1[CH3:37])(=[O:27])=[O:28])[CH2:55][CH3:56])[CH2:52][CH2:53][CH3:54])(=[O:13])=[O:12]. The yield is 0.800. (8) The yield is 0.655. The catalyst is C1COCC1. The reactants are [NH2:1][C@H:2]([C:7]1[CH:12]=[CH:11][C:10]([Br:13])=[CH:9][CH:8]=1)[CH2:3][C:4](O)=[O:5].CO. The product is [NH2:1][C@H:2]([C:7]1[CH:8]=[CH:9][C:10]([Br:13])=[CH:11][CH:12]=1)[CH2:3][CH2:4][OH:5]. (9) The yield is 0.660. The product is [CH3:7][O:8][C:9]1[CH:14]=[CH:13][C:12]([CH2:15][CH2:16][CH2:17][CH2:18][O:19][S:26]([C:23]2[CH:24]=[CH:25][C:20]([CH3:30])=[CH:21][CH:22]=2)(=[O:28])=[O:27])=[CH:11][CH:10]=1. The reactants are N1C=CC=CC=1.[CH3:7][O:8][C:9]1[CH:14]=[CH:13][C:12]([CH2:15][CH2:16][CH2:17][CH2:18][OH:19])=[CH:11][CH:10]=1.[C:20]1([CH3:30])[CH:25]=[CH:24][C:23]([S:26](Cl)(=[O:28])=[O:27])=[CH:22][CH:21]=1. The catalyst is C(Cl)(Cl)Cl. (10) The catalyst is ClCCl. The product is [CH:31]([S:28]([C:25]1[CH:24]=[CH:23][C:22]([C:19]2[N:18]=[C:17]([C:34]3[O:38][N:37]=[C:36]([C:39]4[CH:44]=[CH:43][C:42]([CH2:45][NH:46][CH3:47])=[CH:41][C:40]=4[CH3:55])[CH:35]=3)[C:16]([NH2:15])=[N:21][CH:20]=2)=[CH:27][CH:26]=1)(=[O:29])=[O:30])([CH3:33])[CH3:32]. The yield is 0.690. The reactants are C(O)(C(F)(F)F)=O.C(OC([N:15](C(OC(C)(C)C)=O)[C:16]1[C:17]([C:34]2[O:38][N:37]=[C:36]([C:39]3[CH:44]=[CH:43][C:42]([CH2:45][N:46](C)[C:47](=O)OC(C)(C)C)=[CH:41][C:40]=3[CH3:55])[CH:35]=2)=[N:18][C:19]([C:22]2[CH:27]=[CH:26][C:25]([S:28]([CH:31]([CH3:33])[CH3:32])(=[O:30])=[O:29])=[CH:24][CH:23]=2)=[CH:20][N:21]=1)=O)(C)(C)C.